This data is from Catalyst prediction with 721,799 reactions and 888 catalyst types from USPTO. The task is: Predict which catalyst facilitates the given reaction. (1) Reactant: [CH:1]([N:4]=[C:5]=[O:6])([CH3:3])[CH3:2].[NH2:7][C:8]1[C:17]2[N:18]=[C:19]([CH2:32][O:33][CH2:34][CH3:35])[N:20]([CH2:21][C:22]([NH:25][C:26]([NH:28][CH:29]([CH3:31])[CH3:30])=[O:27])([CH3:24])[CH3:23])[C:16]=2[C:15]2[CH:14]=[CH:13][C:12]([O:36][CH2:37][CH2:38][CH2:39][CH2:40][CH2:41][CH2:42][NH2:43])=[CH:11][C:10]=2[N:9]=1. Product: [NH2:7][C:8]1[C:17]2[N:18]=[C:19]([CH2:32][O:33][CH2:34][CH3:35])[N:20]([CH2:21][C:22]([NH:25][C:26]([NH:28][CH:29]([CH3:31])[CH3:30])=[O:27])([CH3:23])[CH3:24])[C:16]=2[C:15]2[CH:14]=[CH:13][C:12]([O:36][CH2:37][CH2:38][CH2:39][CH2:40][CH2:41][CH2:42][NH:43][C:5]([NH:4][CH:1]([CH3:3])[CH3:2])=[O:6])=[CH:11][C:10]=2[N:9]=1. The catalyst class is: 4. (2) Reactant: C(O[C:6](=O)[NH:7][CH2:8][C:9]([N:11]1[CH2:15][CH2:14][CH2:13][CH:12]1[C:16]#[N:17])=[O:10])(C)(C)C.FC(F)(F)C(O)=O.C(N(CC)CC)C.[CH2:33]([N:35]([CH2:48][CH3:49])[C:36](=[O:47])[O:37][CH:38]1[CH2:45][CH:44]2[CH:40]([CH2:41]C(=O)[CH2:43]2)[CH2:39]1)[CH3:34].C(O[BH-](OC(=O)C)OC(=O)C)(=O)C.[Na+]. Product: [CH2:48]([N:35]([CH2:33][CH3:34])[C:36](=[O:47])[O:37][CH:38]1[CH2:45][CH:44]2[CH:40]([CH2:41][CH:6]([NH:7][CH2:8][C:9]([N:11]3[CH2:15][CH2:14][CH2:13][CH:12]3[C:16]#[N:17])=[O:10])[CH2:43]2)[CH2:39]1)[CH3:49]. The catalyst class is: 4. (3) Reactant: C[O:2][C:3](=[O:14])[CH:4](Br)[C:5]1[CH:10]=[CH:9][C:8]([Cl:11])=[C:7]([Cl:12])[CH:6]=1.[CH:15]1([SH:20])[CH2:19][CH2:18][CH2:17][CH2:16]1.[NH2:21][C:22]1[S:23][CH:24]=[CH:25][N:26]=1. Product: [CH:15]1([S:20][CH:4]([C:5]2[CH:10]=[CH:9][C:8]([Cl:11])=[C:7]([Cl:12])[CH:6]=2)[C:3]([OH:2])=[O:14])[CH2:19][CH2:18][CH2:17][CH2:16]1.[CH:15]1([S:20][CH:4]([C:5]2[CH:10]=[CH:9][C:8]([Cl:11])=[C:7]([Cl:12])[CH:6]=2)[C:3]([NH:21][C:22]2[S:23][CH:24]=[CH:25][N:26]=2)=[O:14])[CH2:19][CH2:18][CH2:17][CH2:16]1. The catalyst class is: 1. (4) Reactant: [Cl:1][C:2]1[C:7]2[CH:8]=[CH:9][NH:10][C:6]=2[CH:5]=[C:4]([Cl:11])[N:3]=1.[H-].[Na+].I[CH2:15][CH3:16]. Product: [Cl:1][C:2]1[C:7]2[CH:8]=[CH:9][N:10]([CH2:15][CH3:16])[C:6]=2[CH:5]=[C:4]([Cl:11])[N:3]=1. The catalyst class is: 7. (5) Reactant: [N:1]1[C:10]2[C:5](=[CH:6][CH:7]=[CH:8][CH:9]=2)[N:4]=[CH:3][C:2]=1[C:11]1[CH:12]=[C:13]([NH2:17])[CH:14]=[CH:15][CH:16]=1.[CH3:18][S:19](Cl)(=[O:21])=[O:20]. Product: [N:1]1[C:10]2[C:5](=[CH:6][CH:7]=[CH:8][CH:9]=2)[N:4]=[CH:3][C:2]=1[C:11]1[CH:12]=[C:13]([NH:17][S:19]([CH3:18])(=[O:21])=[O:20])[CH:14]=[CH:15][CH:16]=1. The catalyst class is: 228. (6) Reactant: C(O[C:6](=O)[NH:7][C@@H:8]1[CH2:13][CH2:12][CH2:11][CH2:10][C@H:9]1[OH:14])(C)(C)C.[H-].[Al+3].[Li+].[H-].[H-].[H-].O.[OH-].[Na+]. Product: [CH3:6][NH:7][C@@H:8]1[CH2:13][CH2:12][CH2:11][CH2:10][C@H:9]1[OH:14]. The catalyst class is: 1.